This data is from Reaction yield outcomes from USPTO patents with 853,638 reactions. The task is: Predict the reaction yield, written as a fraction of the theoretical maximum amount of product (1.0 means a 100% yield; for example, 0.34 means a 34% yield). (1) The reactants are [F:1][C:2]1[CH:10]=[CH:9][C:8]([F:11])=[C:7]2[C:3]=1[C:4](=O)[C:5](=[O:12])[NH:6]2.[N:14]([O-])=O.[Na+].OS(O)(=O)=O.Cl[Sn]Cl.[OH-:26].[Na+]. The catalyst is Cl. The product is [F:1][C:2]1[CH:10]=[CH:9][C:8]([F:11])=[C:7]2[C:3]=1[C:4]([C:5]([OH:12])=[O:26])=[N:14][NH:6]2. The yield is 0.550. (2) The reactants are [C:1]1([C:7]2[NH:8][C:9]3[C:14]([CH:15]=2)=[CH:13][CH:12]=[CH:11][CH:10]=3)[CH:6]=[CH:5][CH:4]=[CH:3][CH:2]=1.I[C:17]1[CH:18]=[C:19]([CH3:24])[CH:20]=[C:21](C)[CH:22]=1.[O-]P([O-])([O-])=O.[K+].[K+].[K+].[C@@H]1(N)CCCC[C@H]1N. The catalyst is [Cu]I.CCCCCC.C(OCC)(=O)C.O1CCOCC1. The product is [CH3:24][C:19]1[CH:20]=[CH:21][C:22]([N:8]2[C:9]3[C:14](=[CH:13][CH:12]=[CH:11][CH:10]=3)[CH:15]=[C:7]2[C:1]2[CH:6]=[CH:5][CH:4]=[CH:3][CH:2]=2)=[CH:17][CH:18]=1. The yield is 0.740. (3) The reactants are [CH3:1][C:2]1[CH:7]=[CH:6][C:5]([S:8]([N:11]2[CH2:17][CH2:16][C:15]3[CH:18]=[CH:19][C:20]([N+:22]([O-])=O)=[CH:21][C:14]=3[CH2:13][CH2:12]2)(=[O:10])=[O:9])=[CH:4][CH:3]=1. The catalyst is O1CCCC1.[Pd]. The product is [CH3:1][C:2]1[CH:3]=[CH:4][C:5]([S:8]([N:11]2[CH2:17][CH2:16][C:15]3[CH:18]=[CH:19][C:20]([NH2:22])=[CH:21][C:14]=3[CH2:13][CH2:12]2)(=[O:10])=[O:9])=[CH:6][CH:7]=1. The yield is 0.880.